From a dataset of Forward reaction prediction with 1.9M reactions from USPTO patents (1976-2016). Predict the product of the given reaction. Given the reactants CCN(C(C)C)C(C)C.CN(C(ON1N=NC2C=CC=CC1=2)=[N+](C)C)C.[B-](F)(F)(F)F.[C:32]([C:34]1[C:35]([N:46]2[CH2:50][CH2:49][CH:48]([CH2:51][C:52](O)=[O:53])[CH2:47]2)=[N:36][C:37]([CH3:45])=[C:38]([C:40]([O:42][CH2:43][CH3:44])=[O:41])[CH:39]=1)#[N:33].[C:55]1([CH2:61][S:62]([NH2:65])(=[O:64])=[O:63])[CH:60]=[CH:59][CH:58]=[CH:57][CH:56]=1.OS([O-])(=O)=O.[K+], predict the reaction product. The product is: [CH2:61]([S:62]([NH:65][C:52](=[O:53])[CH2:51][CH:48]1[CH2:49][CH2:50][N:46]([C:35]2[C:34]([C:32]#[N:33])=[CH:39][C:38]([C:40]([O:42][CH2:43][CH3:44])=[O:41])=[C:37]([CH3:45])[N:36]=2)[CH2:47]1)(=[O:64])=[O:63])[C:55]1[CH:60]=[CH:59][CH:58]=[CH:57][CH:56]=1.